Predict which catalyst facilitates the given reaction. From a dataset of Catalyst prediction with 721,799 reactions and 888 catalyst types from USPTO. (1) Reactant: [NH2:1][C@@H:2]([CH3:17])[C@@H:3]([C:5]1[CH:6]=[CH:7][C:8]([OH:16])=[C:9]([NH:11][S:12]([CH3:15])(=[O:14])=[O:13])[CH:10]=1)[OH:4].[Cl:18][C:19]1[CH:20]=[C:21]([CH:24]=[C:25]([Cl:27])[CH:26]=1)[CH:22]=O. Product: [Cl:18][C:19]1[CH:20]=[C:21]([CH:24]=[C:25]([Cl:27])[CH:26]=1)[CH2:22][NH:1][C@@H:2]([CH3:17])[C@@H:3]([C:5]1[CH:6]=[CH:7][C:8]([OH:16])=[C:9]([NH:11][S:12]([CH3:15])(=[O:14])=[O:13])[CH:10]=1)[OH:4]. The catalyst class is: 5. (2) Reactant: [Br-:1].[Li+].ClC1C=CC(S(O[C@@H:14]([CH2:18][C:19]2[CH:24]=[CH:23][CH:22]=[CH:21][CH:20]=2)[C:15]([OH:17])=[O:16])(=O)=O)=CC=1.C1(C)C=CC=CC=1. Product: [Br:1][C@H:14]([CH2:18][C:19]1[CH:24]=[CH:23][CH:22]=[CH:21][CH:20]=1)[C:15]([OH:17])=[O:16]. The catalyst class is: 6. (3) Reactant: [NH2:1][C:2]1[C:3]([F:23])=[CH:4][C:5]([Cl:22])=[C:6]([C:8]2[C:9](=[O:21])[N:10]([CH2:19][CH3:20])[C:11]3[C:16]([CH:17]=2)=[CH:15][N:14]=[C:13](Cl)[CH:12]=3)[CH:7]=1.[O:24]1[CH2:28][CH2:27][CH:26]([NH2:29])[CH2:25]1.C1CCN2C(=NCCC2)CC1. Product: [NH2:1][C:2]1[C:3]([F:23])=[CH:4][C:5]([Cl:22])=[C:6]([C:8]2[C:9](=[O:21])[N:10]([CH2:19][CH3:20])[C:11]3[C:16]([CH:17]=2)=[CH:15][N:14]=[C:13]([NH:29][CH:26]2[CH2:27][CH2:28][O:24][CH2:25]2)[CH:12]=3)[CH:7]=1. The catalyst class is: 37. (4) Reactant: C(OC(=O)[NH:7][C:8]1([C:11](=[O:23])[NH:12][C:13]2([C:16]3[N:21]=[CH:20][C:19]([I:22])=[CH:18][N:17]=3)[CH2:15][CH2:14]2)[CH2:10][CH2:9]1)(C)(C)C.[ClH:25].O1CCOCC1. Product: [ClH:25].[ClH:25].[I:22][C:19]1[CH:20]=[N:21][C:16]([C:13]2([NH:12][C:11]([C:8]3([NH2:7])[CH2:10][CH2:9]3)=[O:23])[CH2:15][CH2:14]2)=[N:17][CH:18]=1. The catalyst class is: 2. (5) Reactant: [C:1]([O:5][C:6]([N:8]1[CH2:28][CH2:27][N:11]2[C:12](=[O:26])[C:13]3[C:18]([CH:10]2[CH2:9]1)=[CH:17][C:16]([O:19]C)=[CH:15][C:14]=3[O:21][C:22]([F:25])([F:24])[F:23])=[O:7])([CH3:4])([CH3:3])[CH3:2].B(Br)(Br)Br.C(OC(OC(C)(C)C)=O)(OC(C)(C)C)=O. Product: [C:1]([O:5][C:6]([N:8]1[CH2:28][CH2:27][N:11]2[C:12](=[O:26])[C:13]3[C:18]([CH:10]2[CH2:9]1)=[CH:17][C:16]([OH:19])=[CH:15][C:14]=3[O:21][C:22]([F:24])([F:25])[F:23])=[O:7])([CH3:4])([CH3:2])[CH3:3]. The catalyst class is: 2. (6) Reactant: [CH3:1][N:2]([CH3:13])[C:3](=O)[CH2:4][CH2:5][C:6]1[CH:10]=[C:9]([CH3:11])[NH:8][CH:7]=1.[H-].[H-].[H-].[H-].[Li+].[Al+3]. Product: [CH3:13][N:2]([CH3:1])[CH2:3][CH2:4][CH2:5][C:6]1[CH2:10][C:9]([CH3:11])=[N:8][CH:7]=1. The catalyst class is: 1. (7) Reactant: [N+:1]([C:4]1[C:9]([CH2:10][CH2:11][NH:12][CH:13]2[CH2:18][CH2:17][N:16]([C:19]([O:21][C:22]([CH3:25])([CH3:24])[CH3:23])=[O:20])[CH2:15][CH2:14]2)=[CH:8][CH:7]=[CH:6][N:5]=1)([O-])=O.[H][H].C(N(CC)CC)C.[CH3:35][OH:36]. Product: [O:36]=[C:35]1[NH:1][C:4]2[N:5]=[CH:6][CH:7]=[CH:8][C:9]=2[CH2:10][CH2:11][N:12]1[CH:13]1[CH2:18][CH2:17][N:16]([C:19]([O:21][C:22]([CH3:25])([CH3:24])[CH3:23])=[O:20])[CH2:15][CH2:14]1. The catalyst class is: 45. (8) Reactant: [CH3:1][C:2]1[CH:7]=[CH:6][N:5]=[CH:4][C:3]=1[N:8]1[CH2:12][CH2:11][NH:10][C:9]1=[O:13].Br[C:15]1[CH:20]=[CH:19][C:18]([F:21])=[C:17]([Cl:22])[CH:16]=1.N[C@@H]1CCCC[C@H]1N.C(=O)([O-])[O-].[K+].[K+]. Product: [Cl:22][C:17]1[CH:16]=[C:15]([N:10]2[CH2:11][CH2:12][N:8]([C:3]3[CH:4]=[N:5][CH:6]=[CH:7][C:2]=3[CH3:1])[C:9]2=[O:13])[CH:20]=[CH:19][C:18]=1[F:21]. The catalyst class is: 246. (9) Reactant: C(OC(=O)[NH:10][CH2:11][CH2:12][CH2:13][CH2:14][C@H:15]([NH:27][C:28]([CH:30]1[CH2:35][CH2:34][O:33][CH2:32][CH2:31]1)=[O:29])[C:16]([C:18]1[S:19][C:20]2[CH:26]=[CH:25][CH:24]=[CH:23][C:21]=2[N:22]=1)=[O:17])C1C=CC=CC=1.Br.CC(O)=O. Product: [NH2:10][CH2:11][CH2:12][CH2:13][CH2:14][C@H:15]([NH:27][C:28]([CH:30]1[CH2:35][CH2:34][O:33][CH2:32][CH2:31]1)=[O:29])[C:16]([C:18]1[S:19][C:20]2[CH:26]=[CH:25][CH:24]=[CH:23][C:21]=2[N:22]=1)=[O:17]. The catalyst class is: 52.